This data is from Catalyst prediction with 721,799 reactions and 888 catalyst types from USPTO. The task is: Predict which catalyst facilitates the given reaction. (1) Reactant: [F:1][C:2]1[CH:3]=[C:4]([N:9]2[C:13]3[CH:14]=[CH:15][CH:16]=[CH:17][C:12]=3[NH:11][S:10]2(=[O:19])=[O:18])[CH:5]=[CH:6][C:7]=1[F:8].C1(P(C2C=CC=CC=2)C2C=CC=CC=2)C=CC=CC=1.O[CH2:40][CH2:41][N:42]1[CH2:47][CH2:46][N:45]([C:48]([O:50][C:51]([CH3:54])([CH3:53])[CH3:52])=[O:49])[CH2:44][CH2:43]1.CC(OC(/N=N/C(OC(C)C)=O)=O)C. Product: [F:1][C:2]1[CH:3]=[C:4]([N:9]2[C:13]3[CH:14]=[CH:15][CH:16]=[CH:17][C:12]=3[N:11]([CH2:40][CH2:41][N:42]3[CH2:47][CH2:46][N:45]([C:48]([O:50][C:51]([CH3:52])([CH3:54])[CH3:53])=[O:49])[CH2:44][CH2:43]3)[S:10]2(=[O:18])=[O:19])[CH:5]=[CH:6][C:7]=1[F:8]. The catalyst class is: 7. (2) Reactant: [C:1]([O:5][C:6]([N:8]1[CH2:13][CH2:12][CH:11]([O:14][C:15]2[C:20]([CH3:21])=[C:19]([Cl:22])[N:18]=[CH:17][N:16]=2)[CH2:10][CH2:9]1)=[O:7])(C)([CH3:3])[CH3:2]. Product: [CH:1]([O:5][C:6]([N:8]1[CH2:13][CH2:12][CH:11]([O:14][C:15]2[C:20]([CH3:21])=[C:19]([Cl:22])[N:18]=[CH:17][N:16]=2)[CH2:10][CH2:9]1)=[O:7])([CH3:3])[CH3:2]. The catalyst class is: 89. (3) Reactant: [CH2:1]([C:8]1[N:9]=[CH:10][N:11]([C:20]2[CH:25]=[CH:24][C:23]([O:26]CC3C=CC=CC=3)=[CH:22][CH:21]=2)[C:12](=[O:19])[C:13]=1C(OCC)=O)[C:2]1[CH:7]=[CH:6][CH:5]=[CH:4][CH:3]=1.Cl. Product: [CH2:1]([C:8]1[N:9]=[CH:10][N:11]([C:20]2[CH:21]=[CH:22][C:23]([OH:26])=[CH:24][CH:25]=2)[C:12](=[O:19])[CH:13]=1)[C:2]1[CH:7]=[CH:6][CH:5]=[CH:4][CH:3]=1. The catalyst class is: 15. (4) Reactant: C(N(C(C)C)CC)(C)C.[CH2:10]([O:17][C:18](=[O:28])[NH:19][C:20]1[CH:25]=[CH:24][C:23]([CH2:26][OH:27])=[CH:22][CH:21]=1)[C:11]1[CH:16]=[CH:15][CH:14]=[CH:13][CH:12]=1.[CH3:29][S:30](Cl)(=[O:32])=[O:31]. Product: [CH2:10]([O:17][C:18]([NH:19][C:20]1[CH:21]=[CH:22][C:23]([CH2:26][O:27][S:30]([CH3:29])(=[O:32])=[O:31])=[CH:24][CH:25]=1)=[O:28])[C:11]1[CH:12]=[CH:13][CH:14]=[CH:15][CH:16]=1. The catalyst class is: 2. (5) Reactant: [Cl:1][C:2]1[CH:7]=[CH:6][C:5]([S:8]([CH:11]([C:22]2[CH:27]=[C:26]([F:28])[CH:25]=[CH:24][C:23]=2[F:29])[C:12]2[C:13]([CH3:21])=[CH:14][C:15]([C:18](O)=[O:19])=[N:16][CH:17]=2)(=[O:10])=[O:9])=[CH:4][C:3]=1[CH3:30].[NH2:31][CH2:32][CH2:33][OH:34].Cl.C(N=C=NCCCN(C)C)C.ON1C2C=CC=CC=2N=N1.C(N(CC)CC)C. Product: [Cl:1][C:2]1[CH:7]=[CH:6][C:5]([S:8]([CH:11]([C:22]2[CH:27]=[C:26]([F:28])[CH:25]=[CH:24][C:23]=2[F:29])[C:12]2[C:13]([CH3:21])=[CH:14][C:15]([C:18]([NH:31][CH2:32][CH2:33][OH:34])=[O:19])=[N:16][CH:17]=2)(=[O:10])=[O:9])=[CH:4][C:3]=1[CH3:30]. The catalyst class is: 34. (6) Reactant: [CH3:1][O:2][C:3](=[O:14])[CH2:4][CH2:5][C:6]1[CH:11]=[CH:10][CH:9]=[C:8]([OH:12])[C:7]=1[Br:13].N1C=CN=C1.[C:20]([Si:24]([CH3:27])([CH3:26])Cl)([CH3:23])([CH3:22])[CH3:21]. Product: [CH3:1][O:2][C:3](=[O:14])[CH2:4][CH2:5][C:6]1[CH:11]=[CH:10][CH:9]=[C:8]([O:12][Si:24]([C:20]([CH3:23])([CH3:22])[CH3:21])([CH3:27])[CH3:26])[C:7]=1[Br:13]. The catalyst class is: 2. (7) Reactant: C(=O)([O-])[O-].[Cs+].[Cs+].[OH:7][C:8]1[CH:13]=[CH:12][C:11]([CH2:14][C:15]([OH:17])=[O:16])=[CH:10][CH:9]=1.Cl[C:19]1[C:28]2[C:23](=[CH:24][C:25]([O:31][CH3:32])=[C:26]([O:29][CH3:30])[CH:27]=2)[N:22]=[CH:21][CH:20]=1. Product: [CH3:30][O:29][C:26]1[CH:27]=[C:28]2[C:23](=[CH:24][C:25]=1[O:31][CH3:32])[N:22]=[CH:21][CH:20]=[C:19]2[O:7][C:8]1[CH:9]=[CH:10][C:11]([CH2:14][C:15]([OH:17])=[O:16])=[CH:12][CH:13]=1. The catalyst class is: 58. (8) Product: [CH2:9]([O:8][C:6](=[O:7])[C@@H:5]([N:4]([CH:1]([CH3:3])[CH3:2])[C:13]1[C:22]([N+:23]([O-:25])=[O:24])=[CH:21][C:16]([C:17]([O:19][CH3:20])=[O:18])=[CH:15][N:14]=1)[CH3:11])[CH3:10]. Reactant: [CH:1]([NH:4][C@@H:5]([CH3:11])[C:6]([O:8][CH2:9][CH3:10])=[O:7])([CH3:3])[CH3:2].Cl[C:13]1[C:22]([N+:23]([O-:25])=[O:24])=[CH:21][C:16]([C:17]([O:19][CH3:20])=[O:18])=[CH:15][N:14]=1. The catalyst class is: 25. (9) Reactant: [CH3:1][C:2]1[CH:7]=[CH:6][CH:5]=[C:4]([CH3:8])[C:3]=1[C:9]1[N:10]=[C:11]([N:19]2[CH2:24][CH2:23][C@H:22]([O:25][CH3:26])[C:21]([CH3:28])([CH3:27])[CH2:20]2)[C:12]2[CH2:18][NH:17][CH2:16][CH2:15][C:13]=2[N:14]=1.CCC(O[C:34]([CH:36]([CH3:38])[CH3:37])=[O:35])=O.[C:39]1([CH3:45])C=CC=CC=1.[OH2:46]. Product: [CH3:1][C:2]1[CH:7]=[CH:6][CH:5]=[C:4]([CH3:8])[C:3]=1[C:9]1[N:10]=[C:11]([N:19]2[CH2:24][CH2:23][C@H:22]([O:25][CH3:26])[C:21]([CH3:28])([CH3:27])[CH2:20]2)[C:12]2[CH2:18][N:17]([C:39](=[O:46])[CH2:45][C:34](=[O:35])[CH:36]([CH3:37])[CH3:38])[CH2:16][CH2:15][C:13]=2[N:14]=1. The catalyst class is: 79. (10) Reactant: C[O:2][C:3](=[O:29])[C:4]1[CH:9]=[C:8]([CH2:10][NH:11][S:12]([C:15]2[CH:20]=[CH:19][C:18]([C:21]3[CH:26]=[CH:25][C:24]([F:27])=[CH:23][CH:22]=3)=[CH:17][CH:16]=2)(=[O:14])=[O:13])[CH:7]=[C:6]([F:28])[CH:5]=1.[OH-].[Li+]. Product: [F:28][C:6]1[CH:5]=[C:4]([CH:9]=[C:8]([CH2:10][NH:11][S:12]([C:15]2[CH:20]=[CH:19][C:18]([C:21]3[CH:26]=[CH:25][C:24]([F:27])=[CH:23][CH:22]=3)=[CH:17][CH:16]=2)(=[O:14])=[O:13])[CH:7]=1)[C:3]([OH:29])=[O:2]. The catalyst class is: 20.